Predict the product of the given reaction. From a dataset of Forward reaction prediction with 1.9M reactions from USPTO patents (1976-2016). (1) Given the reactants Cl.Cl.[N:3]1([CH2:9][CH2:10][CH2:11][O:12][C:13]2[CH:14]=[CH:15][CH:16]=[C:17]3[C:22]=2[CH2:21][NH:20][CH2:19][CH2:18]3)[CH2:8][CH2:7][CH2:6][CH2:5][CH2:4]1.CCN(CC)CC.[S:30]1[CH:34]=[CH:33][CH:32]=[C:31]1[C:35](Cl)=[O:36], predict the reaction product. The product is: [N:3]1([CH2:9][CH2:10][CH2:11][O:12][C:13]2[CH:14]=[CH:15][CH:16]=[C:17]3[C:22]=2[CH2:21][N:20]([C:35]([C:31]2[S:30][CH:34]=[CH:33][CH:32]=2)=[O:36])[CH2:19][CH2:18]3)[CH2:8][CH2:7][CH2:6][CH2:5][CH2:4]1. (2) Given the reactants [C:1]([O:11][CH3:12])(=[O:10])[CH:2]=[CH:3][C:4]1[CH:9]=[CH:8][CH:7]=[CH:6][CH:5]=1.CC[C@H]1[C@H]2C[C@H]([C@H](OC3C4C(=CC=CC=4)C(O[C@H](C4C=CN=C5C=4C=C(OC)C=C5)[C@@H]4N5C[C@H](CC)[C@@H](CC5)C4)=NN=3)C3C=CN=C4C=3C=C([O:34]C)C=C4)N(CC2)C1.ClC1C=CC(C(O[NH:79][C:80](=[O:96])[O:81][CH2:82][CH:83]2[C:95]3[CH:94]=[CH:93][CH:92]=[CH:91][C:90]=3[C:89]3[C:84]2=[CH:85][CH:86]=[CH:87][CH:88]=3)=O)=CC=1, predict the reaction product. The product is: [CH:85]1[C:84]2[CH:83]([CH2:82][O:81][C:80]([NH:79][C@@H:3]([C:4]3[CH:5]=[CH:6][CH:7]=[CH:8][CH:9]=3)[C@@H:2]([OH:34])[C:1]([O:11][CH3:12])=[O:10])=[O:96])[C:95]3[C:90](=[CH:91][CH:92]=[CH:93][CH:94]=3)[C:89]=2[CH:88]=[CH:87][CH:86]=1. (3) Given the reactants [CH2:1]([C:3]1[CH:8]=[CH:7][C:6]([NH:9][C:10]2[C:18]([F:19])=[C:17]([F:20])[CH:16]=[CH:15][C:11]=2[C:12]([OH:14])=O)=[C:5]([F:21])[CH:4]=1)[CH3:2].C(N1C=CN=C1)(N1C=CN=C1)=O.[N-]1C=CN=C1.[NH2:39][O:40][CH2:41][CH2:42][OH:43], predict the reaction product. The product is: [CH2:1]([C:3]1[CH:8]=[CH:7][C:6]([NH:9][C:10]2[C:18]([F:19])=[C:17]([F:20])[CH:16]=[CH:15][C:11]=2[C:12]([NH:39][O:40][CH2:41][CH2:42][OH:43])=[O:14])=[C:5]([F:21])[CH:4]=1)[CH3:2]. (4) Given the reactants N#N.C(OC(=O)[N:9]([C:22]([C:24]1[N:25]=[C:26]([CH3:36])[O:27][C:28]=1[C:29]1[CH:30]=[C:31]([CH3:35])[CH:32]=[CH:33][CH:34]=1)=[O:23])[C:10]1[N:11]=[C:12]([CH2:15][CH2:16][CH2:17][CH2:18][C:19](=[O:21])[CH3:20])[O:13][CH:14]=1)(C)(C)C.FC(F)(F)C(O)=O, predict the reaction product. The product is: [O:21]=[C:19]([CH3:20])[CH2:18][CH2:17][CH2:16][CH2:15][C:12]1[O:13][CH:14]=[C:10]([NH:9][C:22]([C:24]2[N:25]=[C:26]([CH3:36])[O:27][C:28]=2[C:29]2[CH:30]=[C:31]([CH3:35])[CH:32]=[CH:33][CH:34]=2)=[O:23])[N:11]=1. (5) Given the reactants C(OC(=O)[NH:7][CH2:8][C:9]1[CH:10]=[C:11]([C:15]2[CH:20]=[CH:19][CH:18]=[C:17]([CH2:21][NH:22][C:23]3[N:28]=[C:27]([N:29]4[CH2:35][CH2:34][C:33]5[N:36]=[CH:37][NH:38][C:32]=5[CH2:31][CH2:30]4)[C:26]([C:39]#[N:40])=[CH:25][N:24]=3)[C:16]=2[CH3:41])[CH:12]=[CH:13][CH:14]=1)(C)(C)C.Cl.O1CCOCC1, predict the reaction product. The product is: [NH2:7][CH2:8][C:9]1[CH:10]=[C:11]([C:15]2[CH:20]=[CH:19][CH:18]=[C:17]([CH2:21][NH:22][C:23]3[N:28]=[C:27]([N:29]4[CH2:30][CH2:31][C:32]5[N:38]=[CH:37][NH:36][C:33]=5[CH2:34][CH2:35]4)[C:26]([C:39]#[N:40])=[CH:25][N:24]=3)[C:16]=2[CH3:41])[CH:12]=[CH:13][CH:14]=1. (6) Given the reactants [NH2:1][CH2:2][C:3]([CH3:6])([OH:5])[CH3:4].Cl[CH2:8][C:9](Cl)=[O:10].C(O[K])(C)(C)C.Cl, predict the reaction product. The product is: [CH3:4][C:3]1([CH3:6])[CH2:2][NH:1][C:9](=[O:10])[CH2:8][O:5]1.